Task: Regression. Given a peptide amino acid sequence and an MHC pseudo amino acid sequence, predict their binding affinity value. This is MHC class I binding data.. Dataset: Peptide-MHC class I binding affinity with 185,985 pairs from IEDB/IMGT (1) The binding affinity (normalized) is 0.131. The peptide sequence is FQDSSSSKA. The MHC is HLA-A02:02 with pseudo-sequence HLA-A02:02. (2) The peptide sequence is EMWAQDAAM. The MHC is HLA-A24:02 with pseudo-sequence HLA-A24:02. The binding affinity (normalized) is 0. (3) The peptide sequence is KTDAGASTY. The MHC is HLA-B57:01 with pseudo-sequence HLA-B57:01. The binding affinity (normalized) is 0.362.